From a dataset of Peptide-MHC class II binding affinity with 134,281 pairs from IEDB. Regression. Given a peptide amino acid sequence and an MHC pseudo amino acid sequence, predict their binding affinity value. This is MHC class II binding data. (1) The MHC is HLA-DQA10501-DQB10201 with pseudo-sequence HLA-DQA10501-DQB10201. The binding affinity (normalized) is 0.538. The peptide sequence is HFFIGDFFVDHYYSE. (2) The peptide sequence is EFIPMKSSWGAIWRI. The MHC is DRB5_0101 with pseudo-sequence DRB5_0101. The binding affinity (normalized) is 0.296. (3) The peptide sequence is NQEILELAQSETCSP. The MHC is DRB1_1302 with pseudo-sequence DRB1_1302. The binding affinity (normalized) is 0.244. (4) The peptide sequence is RRVFHGVAKNPVVDG. The binding affinity (normalized) is 0.327. The MHC is DRB3_0202 with pseudo-sequence DRB3_0202. (5) The peptide sequence is CHFITKETPDRLTDQ. The MHC is DRB1_1501 with pseudo-sequence DRB1_1501. The binding affinity (normalized) is 0.149. (6) The peptide sequence is INEPTAAAIAYYLDR. The MHC is HLA-DQA10102-DQB10602 with pseudo-sequence HLA-DQA10102-DQB10602. The binding affinity (normalized) is 0.677.